Dataset: Catalyst prediction with 721,799 reactions and 888 catalyst types from USPTO. Task: Predict which catalyst facilitates the given reaction. Reactant: [Cl:1][C:2]1[CH:7]=[CH:6][C:5]([S:8]([NH:11][C@@H:12]([CH2:17][OH:18])[C:13]([O:15][CH3:16])=[O:14])(=[O:10])=[O:9])=[CH:4][CH:3]=1.[C:19]([O-])([O-])=O.[K+].[K+].[CH2:25](I)[CH3:26]. Product: [Cl:1][C:2]1[CH:3]=[CH:4][C:5]([S:8]([N:11]([CH2:25][CH3:26])[C@@H:12]([CH2:17][OH:18])[C:13]([O:15][CH2:16][CH3:19])=[O:14])(=[O:9])=[O:10])=[CH:6][CH:7]=1. The catalyst class is: 39.